Task: Predict which catalyst facilitates the given reaction.. Dataset: Catalyst prediction with 721,799 reactions and 888 catalyst types from USPTO Reactant: [Br:1][C:2]1[CH:3]=[C:4]2[C:8](=[CH:9][CH:10]=1)[C:7](=[O:11])[NH:6][C:5]2=[O:12].[C:13]1(P(C2C=CC=CC=2)C2C=CC=CC=2)[CH:18]=CC=C[CH:14]=1.N(C(OC(C)(C)C)=O)=NC(OC(C)(C)C)=O.C(O)(C)C. Product: [Br:1][C:2]1[CH:3]=[C:4]2[C:8](=[CH:9][CH:10]=1)[C:7](=[O:11])[N:6]([CH:13]([CH3:18])[CH3:14])[C:5]2=[O:12]. The catalyst class is: 7.